Task: Predict the product of the given reaction.. Dataset: Forward reaction prediction with 1.9M reactions from USPTO patents (1976-2016) (1) Given the reactants [CH3:1][S:2]([C:5]1[CH:10]=[CH:9][C:8]([C:11]2[C:12]([C:16]3[CH:21]=[CH:20][C:19]([F:22])=[CH:18][CH:17]=3)=[CH:13][S:14][CH:15]=2)=[CH:7][CH:6]=1)(=O)=O.[CH3:23]C1C=C(F)C=CC=1B(O)O, predict the reaction product. The product is: [CH3:1][S:2][C:5]1[CH:10]=[CH:9][C:8]([C:11]2[C:12]([C:16]3[CH:21]=[CH:20][C:19]([F:22])=[CH:18][C:17]=3[CH3:23])=[CH:13][S:14][CH:15]=2)=[CH:7][CH:6]=1. (2) Given the reactants [CH2:1]1[C:9]2[C:4](=[CH:5][CH:6]=[CH:7][CH:8]=2)[CH2:3][CH:2]1[C:10]([O:12][CH2:13][CH3:14])=[O:11].[Cl-].[Al+3].[Cl-].[Cl-].[C:19](Cl)(=[O:27])[CH2:20][CH2:21][CH2:22][CH2:23][CH2:24][CH2:25][CH3:26], predict the reaction product. The product is: [C:19]([C:6]1[CH:5]=[C:4]2[C:9](=[CH:8][CH:7]=1)[CH2:1][CH:2]([C:10]([O:12][CH2:13][CH3:14])=[O:11])[CH2:3]2)(=[O:27])[CH2:20][CH2:21][CH2:22][CH2:23][CH2:24][CH2:25][CH3:26]. (3) Given the reactants [O:1]1[CH2:5][CH2:4]CC1.[CH:6](NC(C)C)(C)C.C([Li])CCC.CCCCCC.[Br:24][C:25]1[N:30]=[C:29]([CH3:31])[CH:28]=[CH:27][CH:26]=1, predict the reaction product. The product is: [Br:24][C:25]1[N:30]=[C:29]([CH2:31][C:5]([CH3:4])([OH:1])[CH3:6])[CH:28]=[CH:27][CH:26]=1. (4) Given the reactants [Li+].[OH-].[Cl:3][C:4]1[CH:29]=[CH:28][CH:27]=[CH:26][C:5]=1[C:6]([N:8]([C@H:13]1[C:21]2[C:16](=[CH:17][CH:18]=[C:19]([C:22]([O:24]C)=[O:23])[CH:20]=2)[CH2:15][CH2:14]1)[CH2:9][CH:10]([CH3:12])[CH3:11])=[O:7], predict the reaction product. The product is: [Cl:3][C:4]1[CH:29]=[CH:28][CH:27]=[CH:26][C:5]=1[C:6]([N:8]([C@H:13]1[C:21]2[C:16](=[CH:17][CH:18]=[C:19]([C:22]([OH:24])=[O:23])[CH:20]=2)[CH2:15][CH2:14]1)[CH2:9][CH:10]([CH3:12])[CH3:11])=[O:7]. (5) Given the reactants [C:1]([O:5][C:6]([N:8]1[CH2:13][CH2:12][CH:11]([N:14]2[CH:18]=[C:17]([C:19]3[CH:20]=[N:21][C:22]([NH2:34])=[C:23](B4OC(C)(C)C(C)(C)O4)[CH:24]=3)[CH:16]=[N:15]2)[CH2:10][CH2:9]1)=[O:7])([CH3:4])([CH3:3])[CH3:2].[CH3:35][C:36]1[CH:37]=[CH:38][CH:39]=[C:40]2[C:45]=1[CH:44]=[N:43][C:42](OS(C(F)(F)F)(=O)=O)=[CH:41]2.O1CCOCC1.C([O-])([O-])=O.[Cs+].[Cs+].O, predict the reaction product. The product is: [C:1]([O:5][C:6]([N:8]1[CH2:9][CH2:10][CH:11]([N:14]2[CH:18]=[C:17]([C:19]3[CH:20]=[N:21][C:22]([NH2:34])=[C:23]([C:42]4[N:43]=[CH:44][C:45]5[C:40]([CH:41]=4)=[CH:39][CH:38]=[CH:37][C:36]=5[CH3:35])[CH:24]=3)[CH:16]=[N:15]2)[CH2:12][CH2:13]1)=[O:7])([CH3:4])([CH3:2])[CH3:3]. (6) Given the reactants [CH2:1]([O:8][C@H:9]1[O:18][C@H:17]2[C@@H:12]([O:13][C@H:14]([C:19]3[CH:24]=[CH:23][CH:22]=[CH:21][CH:20]=3)[O:15][CH2:16]2)[C@H:11]([O:25][Si:26]([C:29]([CH3:32])([CH3:31])[CH3:30])([CH3:28])[CH3:27])[C@@H:10]1[OH:33])[C:2]1[CH:7]=[CH:6][CH:5]=[CH:4][CH:3]=1.[H-].[Na+].C1C=CC(CBr)=CC=1, predict the reaction product. The product is: [CH2:1]([O:8][C@H:9]1[O:18][C@H:17]2[C@@H:12]([O:13][CH:14]([C:19]3[CH:20]=[CH:21][CH:22]=[CH:23][CH:24]=3)[O:15][CH2:16]2)[C@H:11]([O:25][Si:26]([C:29]([CH3:31])([CH3:30])[CH3:32])([CH3:27])[CH3:28])[C@@H:10]1[OH:33])[C:2]1[CH:3]=[CH:4][CH:5]=[CH:6][CH:7]=1. (7) Given the reactants O1[C:5]2([CH2:10][CH2:9][CH:8]([N:11]3[C:16](=[O:17])[C:15]([CH2:18][C:19]4[CH:24]=[CH:23][C:22]([C:25]5[C:26]([C:31]#[N:32])=[CH:27][CH:28]=[CH:29][CH:30]=5)=[CH:21][CH:20]=4)=[C:14]([CH2:33][CH2:34][CH3:35])[N:13]4[N:36]=[C:37]([CH3:39])[N:38]=[C:12]34)[CH2:7][CH2:6]2)[O:4]CC1.Cl.O1CCCC1, predict the reaction product. The product is: [CH3:39][C:37]1[N:38]=[C:12]2[N:11]([CH:8]3[CH2:7][CH2:6][C:5](=[O:4])[CH2:10][CH2:9]3)[C:16](=[O:17])[C:15]([CH2:18][C:19]3[CH:20]=[CH:21][C:22]([C:25]4[C:26]([C:31]#[N:32])=[CH:27][CH:28]=[CH:29][CH:30]=4)=[CH:23][CH:24]=3)=[C:14]([CH2:33][CH2:34][CH3:35])[N:13]2[N:36]=1. (8) The product is: [CH:5]1[C:6]2[C:15](=[CH:14][C:13]3[C:8]([CH:7]=2)=[CH:9][CH:10]=[CH:11][CH:12]=3)[CH:16]=[CH:17][C:4]=1[C:23]1[S:27][C:26]([C:28]2[S:29][C:30]([CH2:33][CH2:34][CH2:35][CH2:36][CH2:37][CH3:38])=[CH:31][CH:32]=2)=[CH:25][CH:24]=1. Given the reactants [F-].[Cs+].Br[C:4]1[CH:17]=[CH:16][C:15]2[C:6](=[CH:7][C:8]3[C:13]([CH:14]=2)=[CH:12][CH:11]=[CH:10][CH:9]=3)[CH:5]=1.C([Sn](CCCC)(CCCC)[C:23]1[S:27][C:26]([C:28]2[S:29][C:30]([CH2:33][CH2:34][CH2:35][CH2:36][CH2:37][CH3:38])=[CH:31][CH:32]=2)=[CH:25][CH:24]=1)CCC.P(C(C)(C)C)(C(C)(C)C)C(C)(C)C, predict the reaction product. (9) Given the reactants Br[C:2]1[CH:3]=[CH:4][C:5]2[S:9][CH:8]=[CH:7][C:6]=2[CH:10]=1.[C:11]1(B(O)O)[CH:16]=[CH:15][CH:14]=[CH:13][CH:12]=1.C(=O)([O-])[O-].[K+].[K+], predict the reaction product. The product is: [C:11]1([C:2]2[CH:3]=[CH:4][C:5]3[S:9][CH:8]=[CH:7][C:6]=3[CH:10]=2)[CH:16]=[CH:15][CH:14]=[CH:13][CH:12]=1. (10) Given the reactants [CH3:1][N:2]1[C:7](=[O:8])[CH:6]=[C:5]([C:9]2[CH:14]=[CH:13][N:12]=[CH:11][CH:10]=2)[N:4]=[C:3]1[S:15][CH3:16].F[B-](F)(F)F.[O:22]=[N+:23]=[O:24], predict the reaction product. The product is: [CH3:1][N:2]1[C:7](=[O:8])[C:6]([N+:23]([O-:24])=[O:22])=[C:5]([C:9]2[CH:14]=[CH:13][N:12]=[CH:11][CH:10]=2)[N:4]=[C:3]1[S:15][CH3:16].